From a dataset of Forward reaction prediction with 1.9M reactions from USPTO patents (1976-2016). Predict the product of the given reaction. (1) Given the reactants [CH2:1]([OH:4])[C:2]#[CH:3].I[C:6]1[CH:11]=[CH:10][C:9]([Cl:12])=[C:8]([Cl:13])[CH:7]=1.C(N(CC)CC)C, predict the reaction product. The product is: [Cl:12][C:9]1[CH:10]=[C:11]([C:3]#[C:2][CH2:1][OH:4])[CH:6]=[CH:7][C:8]=1[Cl:13]. (2) Given the reactants [Li+].[OH-].Cl.N[CH:5]([CH:13]1[O:17][C:16](=[O:18])[CH:15](C)[CH2:14]1)[CH2:6][C:7]1[CH:12]=[CH:11][CH:10]=CC=1.C1C=C[C:23]2N(O)N=N[C:24]=2[CH:25]=1.[CH3:30]CN=C=NCCCN(C)C.Cl.C(N(CC)CC)C, predict the reaction product. The product is: [C:24]([O:17][C:16]([CH2:15][CH2:14][CH2:13][CH2:5][CH2:6][CH2:7][CH2:12][CH2:11][CH3:10])=[O:18])([CH3:23])([CH3:25])[CH3:30].